This data is from Aqueous solubility values for 9,982 compounds from the AqSolDB database. The task is: Regression/Classification. Given a drug SMILES string, predict its absorption, distribution, metabolism, or excretion properties. Task type varies by dataset: regression for continuous measurements (e.g., permeability, clearance, half-life) or binary classification for categorical outcomes (e.g., BBB penetration, CYP inhibition). For this dataset (solubility_aqsoldb), we predict Y. The molecule is CNC(=O)ON=CC(C)(C)SC. The Y is -0.710 log mol/L.